Dataset: Drug-target binding data from BindingDB using Ki measurements. Task: Regression. Given a target protein amino acid sequence and a drug SMILES string, predict the binding affinity score between them. We predict pKi (pKi = -log10(Ki in M); higher means stronger inhibition). Dataset: bindingdb_ki. (1) The drug is Nc1ncc(-c2ccc(-c3cccnc3S(=O)(=O)CC3CCOCC3)cc2F)cn1. The target protein (P39748) has sequence MGIQGLAKLIADVAPSAIRENDIKSYFGRKVAIDASMSIYQFLIAVRQGGDVLQNEEGETTSHLMGMFYRTIRMMENGIKPVYVFDGKPPQLKSGELAKRSERRAEAEKQLQQAQAAGAEQEVEKFTKRLVKVTKQHNDECKHLLSLMGIPYLDAPSEAEASCAALVKAGKVYAAATEDMDCLTFGSPVLMRHLTASEAKKLPIQEFHLSRILQELGLNQEQFVDLCILLGSDYCESIRGIGPKRAVDLIQKHKSIEEIVRRLDPNKYPVPENWLHKEAHQLFLEPEVLDPESVELKWSEPNEEELIKFMCGEKQFSEERIRSGVKRLSKSRQGSTQGRLDDFFKVTGSLSSAKRKEPEPKGSTKKKAKTGAAGKFKRGK. The pKi is 6.7. (2) The compound is C=C(C)[C@H]1CN[C@H](C(=O)O)[C@H]1CC(=O)O. The target protein (P19493) has sequence MRIICRQIVLLFSGFWGLAMGAFPSSVQIGGLFIRNTDQEYTAFRLAIFLHNTSPNASEAPFNLVPHVDNIETANSFAVTNAFCSQYSRGVFAIFGLYDKRSVHTLTSFCSALHISLITPSFPTEGESQFVLQLRPSLRGALLSLLDHYEWNCFVFLYDTDRGYSILQAIMEKAGQNGWHVSAICVENFNDVSYRQLLEELDRRQEKKFVIDCEIERLQNILEQIVSVGKHVKGYHYIIANLGFKDISLERFIHGGANVTGFQLVDFNTPMVTKLMDRWKKLDQREYPGSETPPKYTSALTYDGVLVMAETFRSLRRQKIDISRRGNAGDCLANPAAPWGQGIDMERTLKQVRIQGLTGNVQFDHYGRRVNYTMDVFELKSTGPRKVGYWNDMDKLVLIQDMPTLGNDTAAIENRTVVVTTIMESPYVMYKKNHEMFEGNDKYEGYCVDLASEIAKHIGIKYKIAIVPDGKYGARDADTKIWNGMVGELVYGKAEIAIAP.... The pKi is 5.5. (3) The compound is C[N+](C)(C)CCOC(N)=O. The target protein sequence is MTLHSQSTTSPLFPQISSSWVHSPSEAGLPLGTVTQLGSYQISQETGQFSSQDTSSDPLGGHTIWQVVFIAFLTGFLALVTIIGNILVIVAFKVNKQLKTVNNYFLLSLASADLIIGVISMNLFTTYIIMNRWALGNLACDLWLSIDYVASNASVMNLLVISFDRYFSITRPLTYRAKRTTKRAGVMIGLAWVISFVLWAPAILFWQYFVGKRTVPPGECFIQFLSEPTITFGTAIAAFYMPVTIMTILYWRIYKETEKRTKELAGLQASGTEIEGRIEGRIEGRTRSQITKRKRMSLIKEKKAAQTLSAILLAFIITWTPYNIMVLVNTFADSAIPKTYWNLGYWLCYINSTVNPVAYALSNKTFRTCFKTLLLSQSDKRKRRKQQYQQRQSVIFHKRVPEQAL. The pKi is 4.9. (4) The drug is CC(C)C[C@H](NC(=O)c1cc2ccccc2o1)C(=O)N[C@H]1CC[C@@H](C)N(S(=O)(=O)c2ccccn2)CC1=O. The target protein (O35186) has sequence MWVFKFLLLPVVSFALSPEETLDTQWELWKKTHGKQYNSKVDEISRRLIWEKNLKKISVHNLEASLGAHTYELAMNHLGDMTSEEVVQKMTGLRVPPSRSFSNDTLYTPEWEGRVPDSIDYRKKGYVTPVKNQGQCGSCWAFSSAGALEGQLKKKTGKLLALSPQNLVDCVSENYGCGGGYMTTAFQYVQQNGGIDSEDAYPYVGQDESCMYNATAKAAKCRGYREIPVGNEKALKRAVARVGPVSVSIDASLTSFQFYSRGVYYDENCDRDNVNHAVLVVGYGTQKGNKYWIIKNSWGESWGNKGYVLLARNKNNACGITNLASFPKM. The pKi is 8.1.